Task: Regression. Given a peptide amino acid sequence and an MHC pseudo amino acid sequence, predict their binding affinity value. This is MHC class II binding data.. Dataset: Peptide-MHC class II binding affinity with 134,281 pairs from IEDB (1) The peptide sequence is EPIAAYHFDLSGIAF. The MHC is DRB5_0101 with pseudo-sequence DRB5_0101. The binding affinity (normalized) is 0.340. (2) The MHC is DRB1_0404 with pseudo-sequence DRB1_0404. The binding affinity (normalized) is 0.836. The peptide sequence is AFKVAATAANAAP. (3) The peptide sequence is VDLFVFSTSFYLISI. The MHC is DRB5_0101 with pseudo-sequence DRB5_0101. The binding affinity (normalized) is 0.389. (4) The peptide sequence is SKKYFAATQFEPLAA. The MHC is HLA-DPA10201-DPB10101 with pseudo-sequence HLA-DPA10201-DPB10101. The binding affinity (normalized) is 0.796.